From a dataset of Catalyst prediction with 721,799 reactions and 888 catalyst types from USPTO. Predict which catalyst facilitates the given reaction. (1) Reactant: C1(S([N:10]2[C:14]3=[N:15][CH:16]=[C:17]([C:19]4[C:23]([C:24]5[CH:29]=[CH:28][N:27]=[C:26]([NH:30][CH2:31][C@@H:32]([OH:34])[CH3:33])[N:25]=5)=[CH:22][N:21]([CH2:35][C:36]#[N:37])[N:20]=4)[CH:18]=[C:13]3[CH:12]=[CH:11]2)(=O)=O)C=CC=CC=1.[OH-].[Na+]. Product: [OH:34][C@@H:32]([CH3:33])[CH2:31][NH:30][C:26]1[N:25]=[C:24]([C:23]2[C:19]([C:17]3[CH:18]=[C:13]4[CH:12]=[CH:11][NH:10][C:14]4=[N:15][CH:16]=3)=[N:20][N:21]([CH2:35][C:36]#[N:37])[CH:22]=2)[CH:29]=[CH:28][N:27]=1. The catalyst class is: 36. (2) Reactant: [Si:1]([O:8][CH2:9][C:10]1[C:15]([Cl:16])=[CH:14][C:13]([C:17]2(O)[CH2:22][CH2:21][N:20]([C:23]([O:25][C:26]([CH3:29])([CH3:28])[CH3:27])=[O:24])[CH2:19][CH2:18]2)=[CH:12][N:11]=1)([C:4]([CH3:7])([CH3:6])[CH3:5])([CH3:3])[CH3:2].C(N(S(F)(F)[F:37])CC)C.O. Product: [Si:1]([O:8][CH2:9][C:10]1[C:15]([Cl:16])=[CH:14][C:13]([C:17]2([F:37])[CH2:22][CH2:21][N:20]([C:23]([O:25][C:26]([CH3:29])([CH3:28])[CH3:27])=[O:24])[CH2:19][CH2:18]2)=[CH:12][N:11]=1)([C:4]([CH3:7])([CH3:6])[CH3:5])([CH3:3])[CH3:2]. The catalyst class is: 4. (3) Reactant: [CH3:1][O:2][C:3]1[CH:4]=[C:5]([NH:11][C:12]2[C:13]3[CH2:22][CH2:21][CH2:20][C:14]=3[N:15]=[C:16]([S:18][CH3:19])[N:17]=2)[CH:6]=[C:7]([O:9][CH3:10])[CH:8]=1.C1C=C(Cl)C=C(C(OO)=[O:31])C=1. Product: [CH3:10][O:9][C:7]1[CH:6]=[C:5]([NH:11][C:12]2[C:13]3[CH2:22][CH2:21][CH2:20][C:14]=3[N:15]=[C:16]([S:18]([CH3:19])=[O:31])[N:17]=2)[CH:4]=[C:3]([O:2][CH3:1])[CH:8]=1. The catalyst class is: 96. (4) Reactant: [CH2:1]([N:8]1[CH2:13][CH2:12][C:11](=O)[CH2:10][CH2:9]1)[C:2]1[CH:7]=[CH:6][CH:5]=[CH:4][CH:3]=1.[NH:15]1C[CH2:18][CH2:17][CH2:16]1.[OH2:20]. Product: [CH2:1]([N:8]1[CH2:13][CH2:12][C:11]2[NH:15][C:16](=[O:20])[CH:17]=[CH:18][C:10]=2[CH2:9]1)[C:2]1[CH:7]=[CH:6][CH:5]=[CH:4][CH:3]=1. The catalyst class is: 451. (5) Reactant: [OH:1][C:2]1[CH:7]=[CH:6][C:5]([CH2:8][C:9](=[O:11])[CH3:10])=[CH:4][CH:3]=1.Cl[CH2:13][C:14]1[C:15]([CH3:20])=[N:16][O:17][C:18]=1[CH3:19].C(=O)([O-])[O-].[K+].[K+].O. Product: [CH3:20][C:15]1[C:14]([CH2:13][O:1][C:2]2[CH:3]=[CH:4][C:5]([CH2:8][C:9](=[O:11])[CH3:10])=[CH:6][CH:7]=2)=[C:18]([CH3:19])[O:17][N:16]=1. The catalyst class is: 9. (6) Reactant: [C:1]([C:3]1[CH:8]=[CH:7][C:6]([CH:9]2[CH2:14][C:13](=[O:15])[CH:12]=[CH:11][N:10]2[C:16]([O:18][CH2:19][C:20]2[CH:25]=[CH:24][CH:23]=[CH:22][CH:21]=2)=[O:17])=[CH:5][CH:4]=1)#[N:2]. Product: [C:1]([C:3]1[CH:4]=[CH:5][C:6]([CH:9]2[CH2:14][C:13](=[O:15])[CH2:12][CH2:11][N:10]2[C:16]([O:18][CH2:19][C:20]2[CH:25]=[CH:24][CH:23]=[CH:22][CH:21]=2)=[O:17])=[CH:7][CH:8]=1)#[N:2]. The catalyst class is: 565.